Dataset: Reaction yield outcomes from USPTO patents with 853,638 reactions. Task: Predict the reaction yield, written as a fraction of the theoretical maximum amount of product (1.0 means a 100% yield; for example, 0.34 means a 34% yield). (1) The reactants are Br[CH2:2][C:3]([C:5]1[C:10]([CH3:11])=[CH:9][C:8]([O:12][CH2:13][CH3:14])=[CH:7][C:6]=1[CH3:15])=O.[NH2:16][C:17]([NH2:19])=[S:18]. The catalyst is CCO. The product is [CH2:13]([O:12][C:8]1[CH:9]=[C:10]([CH3:11])[C:5]([C:3]2[N:16]=[C:17]([NH2:19])[S:18][CH:2]=2)=[C:6]([CH3:15])[CH:7]=1)[CH3:14]. The yield is 0.720. (2) The reactants are [Cl:1][C:2]1[S:6][C:5]([C:7]([NH:9][C@@H:10]([CH2:23][C:24]2[CH:29]=[CH:28][CH:27]=[CH:26][C:25]=2[C:30]([F:33])([F:32])[F:31])[CH2:11][N:12]2C(=O)C3C(=CC=CC=3)C2=O)=[O:8])=[CH:4][C:3]=1[C:34]1[N:38]([CH3:39])[N:37]=[N:36][CH:35]=1.NN. The catalyst is CO.O. The product is [NH2:12][CH2:11][C@@H:10]([NH:9][C:7]([C:5]1[S:6][C:2]([Cl:1])=[C:3]([C:34]2[N:38]([CH3:39])[N:37]=[N:36][CH:35]=2)[CH:4]=1)=[O:8])[CH2:23][C:24]1[CH:29]=[CH:28][CH:27]=[CH:26][C:25]=1[C:30]([F:33])([F:32])[F:31]. The yield is 0.750. (3) The reactants are [C:1]([O:5][C:6](=[O:22])[NH:7][C:8]([CH3:21])([CH3:20])[CH2:9][C:10]1[C:18]2[C:13](=[C:14](O)[CH:15]=[CH:16][CH:17]=2)[NH:12][CH:11]=1)([CH3:4])([CH3:3])[CH3:2].[H-].[Na+].[CH3:25][O:26][C:27](=[O:30])CCl.CN(C)[CH:33]=[O:34]. No catalyst specified. The product is [C:1]([O:5][C:6](=[O:22])[NH:7][C:8]([CH3:21])([CH3:20])[CH2:9][C:10]1[C:18]2[C:13](=[C:14]([C:27]([O:26][CH2:25][O:34][CH3:33])=[O:30])[CH:15]=[CH:16][CH:17]=2)[NH:12][CH:11]=1)([CH3:4])([CH3:3])[CH3:2]. The yield is 0.300. (4) The reactants are [CH3:1][O:2][CH2:3][O:4][C:5]1[CH:13]=[CH:12][C:11]([I:14])=[C:10]2[C:6]=1[CH:7](O)[N:8]([C:16]([CH3:24])([C:18]1[CH:23]=[CH:22][CH:21]=[CH:20][CH:19]=1)[CH3:17])[C:9]2=[O:15].FC(F)(F)C(O)=O.C([SiH](CC)CC)C.O. The catalyst is [N+](C)([O-])=O. The product is [CH3:1][O:2][CH2:3][O:4][C:5]1[CH:13]=[CH:12][C:11]([I:14])=[C:10]2[C:6]=1[CH2:7][N:8]([C:16]([CH3:24])([C:18]1[CH:23]=[CH:22][CH:21]=[CH:20][CH:19]=1)[CH3:17])[C:9]2=[O:15]. The yield is 0.840. (5) The reactants are C(OC([N:8]([C:16]1[C:20]2[CH:21]=[C:22]([CH3:35])[C:23]([CH2:25][O:26][C:27]3[CH:32]=[CH:31][C:30]([Cl:33])=[C:29]([Cl:34])[CH:28]=3)=[CH:24][C:19]=2[O:18][N:17]=1)C(=O)OC(C)(C)C)=O)(C)(C)C.C([O-])([O-])=O.[Na+].[Na+]. The catalyst is C(Cl)Cl. The product is [Cl:34][C:29]1[CH:28]=[C:27]([CH:32]=[CH:31][C:30]=1[Cl:33])[O:26][CH2:25][C:23]1[C:22]([CH3:35])=[CH:21][C:20]2[C:16]([NH2:8])=[N:17][O:18][C:19]=2[CH:24]=1. The yield is 0.950.